Task: Predict the reaction yield, written as a fraction of the theoretical maximum amount of product (1.0 means a 100% yield; for example, 0.34 means a 34% yield).. Dataset: Reaction yield outcomes from USPTO patents with 853,638 reactions (1) The reactants are [CH:1]1([C:7]#[N:8])[CH2:6][CH2:5][CH2:4][CH2:3][CH2:2]1.C[Si]([N-][Si](C)(C)C)(C)C.[Na+].Cl[C:20]1[S:21][CH:22]=[CH:23][N:24]=1. The catalyst is C1(C)C=CC=CC=1. The product is [S:21]1[CH:22]=[CH:23][N:24]=[C:20]1[C:1]1([C:7]#[N:8])[CH2:6][CH2:5][CH2:4][CH2:3][CH2:2]1. The yield is 0.427. (2) The reactants are [N:1]1[C:10]2[C:5](=[CH:6][CH:7]=[CH:8][CH:9]=2)[CH:4]=[CH:3][C:2]=1[CH2:11][NH2:12].[C:13](OC(OC(C)(C)C)=O)(OC(C)(C)C)=O.[H-].[Na+].IC. The catalyst is C(O)C.C([O-])(O)=O.[Na+].O. The product is [CH3:13][NH:12][CH2:11][C:2]1[CH:3]=[CH:4][C:5]2[C:10](=[CH:9][CH:8]=[CH:7][CH:6]=2)[N:1]=1. The yield is 0.321. (3) The product is [Cl:4][C:5]1[CH:23]=[C:22]([Cl:24])[CH:21]=[CH:20][C:6]=1[C:7]([NH:9][CH2:10][C:11]1([CH2:16][CH:17]2[CH2:19][CH2:18]2)[CH2:14][C:13](=[O:1])[CH2:12]1)=[O:8]. The yield is 0.940. The catalyst is C(Cl)Cl.CO. The reactants are [O:1]=[O+][O-].[Cl:4][C:5]1[CH:23]=[C:22]([Cl:24])[CH:21]=[CH:20][C:6]=1[C:7]([NH:9][CH2:10][C:11]1([CH2:16][CH:17]2[CH2:19][CH2:18]2)[CH2:14][C:13](=C)[CH2:12]1)=[O:8]. (4) The reactants are [C:1]([C:9]1[CH:10]=[C:11]2[C:16](=[CH:17][CH:18]=1)[CH:15]=[C:14]([C:19]([O:21]C)=[O:20])[CH:13]=[CH:12]2)#[C:2][CH2:3][CH2:4][CH2:5][CH2:6][CH2:7][CH3:8].C1(C)C=CC=CC=1. The catalyst is [Pd].CCCCCC. The product is [CH3:14][C:19]([OH:21])=[O:20].[CH2:1]([C:9]1[CH:10]=[C:11]2[C:16](=[CH:17][CH:18]=1)[CH:15]=[CH:14][CH:13]=[CH:12]2)[CH2:2][CH2:3][CH2:4][CH2:5][CH2:6][CH2:7][CH3:8]. The yield is 0.900. (5) The reactants are [H-].[Na+].[O:3]=[S:4]1(=[O:10])[CH2:9][CH2:8][CH2:7][CH2:6][NH:5]1.F[C:12]1[CH:19]=[CH:18][CH:17]=[CH:16][C:13]=1[C:14]#[N:15]. The catalyst is CN(C)C=O.O. The product is [O:3]=[S:4]1(=[O:10])[CH2:9][CH2:8][CH2:7][CH2:6][N:5]1[C:12]1[CH:19]=[CH:18][CH:17]=[CH:16][C:13]=1[C:14]#[N:15]. The yield is 0.700. (6) The catalyst is C(Cl)Cl. The reactants are [Br:1][C:2]1[CH:7]=[CH:6][CH:5]=[CH:4][C:3]=1[S:8](Cl)(=[O:10])=[O:9].[CH3:12][CH:13]1[CH2:18][NH:17][CH2:16][CH:15]([CH3:19])[NH:14]1.C(N(C(C)C)CC)(C)C. The product is [Br:1][C:2]1[CH:7]=[CH:6][CH:5]=[CH:4][C:3]=1[S:8]([N:17]1[CH2:16][CH:15]([CH3:19])[NH:14][CH:13]([CH3:12])[CH2:18]1)(=[O:10])=[O:9]. The yield is 0.810. (7) The reactants are [OH:1][C:2]1[CH:7]=[CH:6][CH:5]=[CH:4][C:3]=1[SH:8].Br[CH2:10][CH2:11][CH2:12][C:13]([O:15]CC)=[O:14].[OH-].[K+].[OH-].[Na+]. The catalyst is C(O)C. The product is [OH:1][C:2]1[CH:7]=[CH:6][CH:5]=[CH:4][C:3]=1[S:8][CH2:10][CH2:11][CH2:12][C:13]([OH:15])=[O:14]. The yield is 0.620. (8) The reactants are C(OC(=O)[NH:7][C:8]1([C:32](=[O:45])[NH:33][C@H:34]([C:38]2[CH:43]=[CH:42][C:41]([Cl:44])=[CH:40][CH:39]=2)[CH2:35][CH2:36][OH:37])[CH2:13][CH2:12][N:11]([C:14]2[C:15]3[C:29]([O:30][CH3:31])=[CH:28][N:27]=[CH:26][C:16]=3[N:17]=[C:18]([C:20]3[CH:25]=[CH:24][N:23]=[CH:22][CH:21]=3)[N:19]=2)[CH2:10][CH2:9]1)(C)(C)C.FC(F)(F)C(O)=O. The catalyst is C(Cl)Cl.CS(C)=O. The product is [Cl:44][C:41]1[CH:42]=[CH:43][C:38]([C@@H:34]([NH:33][C:32]([C:8]2([NH2:7])[CH2:13][CH2:12][N:11]([C:14]3[C:15]4[C:29]([O:30][CH3:31])=[CH:28][N:27]=[CH:26][C:16]=4[N:17]=[C:18]([C:20]4[CH:25]=[CH:24][N:23]=[CH:22][CH:21]=4)[N:19]=3)[CH2:10][CH2:9]2)=[O:45])[CH2:35][CH2:36][OH:37])=[CH:39][CH:40]=1. The yield is 0.200.